This data is from Full USPTO retrosynthesis dataset with 1.9M reactions from patents (1976-2016). The task is: Predict the reactants needed to synthesize the given product. (1) Given the product [CH3:39][C:36]1([OH:38])[CH2:35][C@H:34]2[N:29]([CH2:28][C@H:11]3[CH2:10][N:9]([S:6]([C:2]4[S:1][CH:5]=[CH:4][CH:3]=4)(=[O:7])=[O:8])[CH2:14][CH2:13][N:12]3[C:15]3[CH:20]=[CH:19][C:18]([C:21]([OH:27])([CH3:26])[C:22]([F:25])([F:24])[F:23])=[CH:17][CH:16]=3)[C@H:30]([CH2:31][O:32][CH2:33]2)[CH2:37]1, predict the reactants needed to synthesize it. The reactants are: [S:1]1[CH:5]=[CH:4][CH:3]=[C:2]1[S:6]([N:9]1[CH2:14][CH2:13][N:12]([C:15]2[CH:20]=[CH:19][C:18]([C:21]([OH:27])([CH3:26])[C:22]([F:25])([F:24])[F:23])=[CH:17][CH:16]=2)[C@@H:11]([CH2:28][N:29]2[CH:34]3[CH2:35][C:36](=[O:38])[CH2:37][CH:30]2[CH2:31][O:32][CH2:33]3)[CH2:10]1)(=[O:8])=[O:7].[CH3:39][Mg]Br. (2) Given the product [CH3:6][CH:5]([CH3:7])[C@H:4]([CH2:8][C:9](=[O:12])[NH:10][CH3:11])[C:3]([OH:13])=[O:2], predict the reactants needed to synthesize it. The reactants are: C[O:2][C:3](=[O:13])[C@@H:4]([CH2:8][C:9](=[O:12])[NH:10][CH3:11])[CH:5]([CH3:7])[CH3:6].O.[OH-].[Li+]. (3) Given the product [OH:2][CH2:1][C:3]1[S:11][C:10]2[C:9](=[O:12])[C:8]([C:13]([O:15][CH2:16][CH3:17])=[O:14])=[CH:7][N:6]([CH3:18])[C:5]=2[C:4]=1[CH3:19], predict the reactants needed to synthesize it. The reactants are: [CH:1]([C:3]1[S:11][C:10]2[C:9](=[O:12])[C:8]([C:13]([O:15][CH2:16][CH3:17])=[O:14])=[CH:7][N:6]([CH3:18])[C:5]=2[C:4]=1[CH3:19])=[O:2].C(O)(=O)C.C(O[BH-](OC(=O)C)OC(=O)C)(=O)C.[Na+].C(=O)(O)[O-].[Na+]. (4) Given the product [Cl:14][C:15]1[N:16]=[CH:17][N:18]=[C:19]([C:6]2[CH:5]=[N:4][C:3]([C:2]([F:13])([F:12])[F:1])=[N:8][CH:7]=2)[CH:20]=1, predict the reactants needed to synthesize it. The reactants are: [F:1][C:2]([F:13])([F:12])[C:3]1[N:8]=[CH:7][C:6](B(O)O)=[CH:5][N:4]=1.[Cl:14][C:15]1[CH:20]=[C:19](Cl)[N:18]=[CH:17][N:16]=1.C(=O)([O-])[O-].[Cs+].[Cs+]. (5) Given the product [N:1]1([CH2:15][CH2:14][C:13]([OH:16])=[O:12])[C:10]2[C:5](=[CH:6][CH:7]=[CH:8][CH:9]=2)[CH2:4][CH2:3][CH2:2]1, predict the reactants needed to synthesize it. The reactants are: [NH:1]1[C:10]2[C:5](=[CH:6][CH:7]=[CH:8][CH:9]=2)[CH2:4][CH2:3][CH2:2]1.C[O:12][C:13](=[O:16])[CH:14]=[CH2:15].[Li+].[OH-].Cl. (6) Given the product [O:1]=[C:2]1[N:7]2[CH:8]=[C:9]([C:11]([OH:13])=[O:12])[N:10]=[C:6]2[CH:5]=[CH:4][NH:3]1, predict the reactants needed to synthesize it. The reactants are: [O:1]=[C:2]1[N:7]2[CH:8]=[C:9]([C:11]([O:13]CC)=[O:12])[N:10]=[C:6]2[CH:5]=[CH:4][NH:3]1.C(=O)([O-])[O-].[Cs+].[Cs+]. (7) Given the product [Cl:1][C:2]1[CH:7]=[CH:6][C:5]([C:8]([N:15]2[C:23]3[C:18](=[C:19]([N:24]([CH2:32][O:33][CH2:34][CH2:35][Si:36]([CH3:39])([CH3:38])[CH3:37])[S:25]([CH3:28])(=[O:27])=[O:26])[CH:20]=[CH:21][CH:22]=3)[CH:17]=[N:16]2)([CH2:13][CH3:14])[C:9]([O:11][CH3:12])=[O:10])=[CH:4][CH:3]=1, predict the reactants needed to synthesize it. The reactants are: [Cl:1][C:2]1[CH:7]=[CH:6][C:5]([C:8]([N:15]2[C:23]3[C:18](=[C:19]([NH:24][S:25]([CH3:28])(=[O:27])=[O:26])[CH:20]=[CH:21][CH:22]=3)[CH:17]=[N:16]2)([CH2:13][CH3:14])[C:9]([O:11][CH3:12])=[O:10])=[CH:4][CH:3]=1.[H-].[Na+].Cl[CH2:32][O:33][CH2:34][CH2:35][Si:36]([CH3:39])([CH3:38])[CH3:37]. (8) Given the product [Cl:1][C:2]1[C:3]([CH3:11])=[C:4]([C:7]([Cl:10])=[CH:8][CH:9]=1)[CH:5]=[O:16], predict the reactants needed to synthesize it. The reactants are: [Cl:1][C:2]1[C:3]([CH3:11])=[C:4]([C:7]([Cl:10])=[CH:8][CH:9]=1)[CH2:5]Br.C[N+]1([O-])CC[O:16]CC1. (9) Given the product [CH:29]([C:32]1[N:33]([C:2]2[N:10]=[C:9]3[C:5]([N:6]=[C:7]([CH2:12][N:13]4[CH2:14][CH:15]([N:17]5[CH2:22][CH2:21][O:20][CH2:19][CH2:18]5)[CH2:16]4)[N:8]3[CH3:11])=[C:4]([N:23]3[CH2:24][CH2:25][O:26][CH2:27][CH2:28]3)[N:3]=2)[C:34]2[CH:40]=[CH:39][CH:38]=[CH:37][C:35]=2[N:36]=1)([CH3:31])[CH3:30], predict the reactants needed to synthesize it. The reactants are: Cl[C:2]1[N:10]=[C:9]2[C:5]([N:6]=[C:7]([CH2:12][N:13]3[CH2:16][CH:15]([N:17]4[CH2:22][CH2:21][O:20][CH2:19][CH2:18]4)[CH2:14]3)[N:8]2[CH3:11])=[C:4]([N:23]2[CH2:28][CH2:27][O:26][CH2:25][CH2:24]2)[N:3]=1.[CH:29]([C:32]1[NH:33][C:34]2[CH:40]=[CH:39][CH:38]=[CH:37][C:35]=2[N:36]=1)([CH3:31])[CH3:30].CC(C1C=C(C(C)C)C(C2C=CC=CC=2P(C2CCCCC2)C2CCCCC2)=C(C(C)C)C=1)C.C([O-])([O-])=O.[Cs+].[Cs+].